Dataset: Reaction yield outcomes from USPTO patents with 853,638 reactions. Task: Predict the reaction yield, written as a fraction of the theoretical maximum amount of product (1.0 means a 100% yield; for example, 0.34 means a 34% yield). The reactants are [OH-].[Na+].[Cl:3][C:4]1[CH:12]=[C:11]2[C:7]([C@@:8]3([C@@H:17]([C:18]4[CH:23]=[CH:22][N:21]=[C:20]([Cl:24])[C:19]=4[F:25])[C@H:16]([C:26]([NH:28][C@H:29]4[CH2:34][O:33][C@H:32]([C:35]([O:37]C)=[O:36])[CH2:31][CH2:30]4)=[O:27])[NH:15][C:14]43[CH2:43][CH2:42][C:41]([CH3:45])([CH3:44])[CH2:40][CH2:39]4)[C:9](=[O:13])[NH:10]2)=[CH:6][CH:5]=1.Cl. The catalyst is CO. The product is [Cl:3][C:4]1[CH:12]=[C:11]2[C:7]([C@@:8]3([C@@H:17]([C:18]4[CH:23]=[CH:22][N:21]=[C:20]([Cl:24])[C:19]=4[F:25])[C@H:16]([C:26]([NH:28][C@H:29]4[CH2:34][O:33][C@H:32]([C:35]([OH:37])=[O:36])[CH2:31][CH2:30]4)=[O:27])[NH:15][C:14]43[CH2:39][CH2:40][C:41]([CH3:45])([CH3:44])[CH2:42][CH2:43]4)[C:9](=[O:13])[NH:10]2)=[CH:6][CH:5]=1. The yield is 0.600.